This data is from Forward reaction prediction with 1.9M reactions from USPTO patents (1976-2016). The task is: Predict the product of the given reaction. (1) Given the reactants [CH:1]1([NH:4][C:5]([NH:7][C:8]2[CH:13]=[CH:12][C:11]([O:14][C:15]3[CH:20]=[CH:19][N:18]=[C:17]4[CH:21]=[C:22]([C:24]5[CH:29]=[CH:28][C:27]([CH:30]=O)=[CH:26][N:25]=5)[S:23][C:16]=34)=[C:10]([F:32])[CH:9]=2)=[O:6])[CH2:3][CH2:2]1.[CH3:33][C:34]([OH:36])=[O:35].C(O[BH-](O[C:47](=O)[CH3:48])OC(=O)C)(=O)C.[Na+], predict the reaction product. The product is: [CH:1]1([NH:4][C:5](=[O:6])[NH:7][C:8]2[CH:13]=[CH:12][C:11]([O:14][C:15]3[CH:20]=[CH:19][N:18]=[C:17]4[CH:21]=[C:22]([C:24]5[N:25]=[CH:26][C:27]([CH2:30][N:4]6[CH2:1][CH2:2][CH2:3][CH:33]([C:34]([O:36][CH2:47][CH3:48])=[O:35])[CH2:5]6)=[CH:28][CH:29]=5)[S:23][C:16]=34)=[C:10]([F:32])[CH:9]=2)[CH2:3][CH2:2]1. (2) Given the reactants [F:1][C:2]1[C:3]([NH:16][C@@H:17]2[CH2:22][CH2:21][CH2:20][NH:19][CH2:18]2)=[N:4][C:5]([NH:8][C:9]2[C:10](=[O:15])[NH:11][CH:12]=[CH:13][CH:14]=2)=[N:6][CH:7]=1.Br[C:24]1[NH:28][CH:27]=[N:26][N:25]=1.C(OCC)C, predict the reaction product. The product is: [N:25]1[N:26]=[C:27]([N:19]2[CH2:20][CH2:21][CH2:22][C@@H:17]([NH:16][C:3]3[C:2]([F:1])=[CH:7][N:6]=[C:5]([NH:8][C:9]4[C:10](=[O:15])[NH:11][CH:12]=[CH:13][CH:14]=4)[N:4]=3)[CH2:18]2)[NH:28][CH:24]=1. (3) Given the reactants OC(C(F)(F)F)=O.[F:8][C:9]([F:25])([F:24])[C:10]1[CH:15]=[CH:14][CH:13]=[CH:12][C:11]=1[C:16]1[CH2:17][C@@H:18]2[CH2:22][NH:21][CH2:20][C@@H:19]2[CH:23]=1.[N:26]([C:29]1[CH:38]=[CH:37][CH:36]=[CH:35][C:30]=1[C:31]([O:33][CH3:34])=[O:32])=[C:27]=[O:28].CCN(CC)CC, predict the reaction product. The product is: [F:25][C:9]([F:8])([F:24])[C:10]1[CH:15]=[CH:14][CH:13]=[CH:12][C:11]=1[C:16]1[CH2:17][C@@H:18]2[CH2:22][N:21]([C:27]([NH:26][C:29]3[CH:38]=[CH:37][CH:36]=[CH:35][C:30]=3[C:31]([O:33][CH3:34])=[O:32])=[O:28])[CH2:20][C@@H:19]2[CH:23]=1. (4) Given the reactants B(Br)(Br)Br.[Cl:5][C:6]1[CH:7]=[C:8]([C:13]2([C:25]([F:28])([F:27])[F:26])[CH2:21][C:20]3[C:15](=[CH:16][CH:17]=[C:18]([O:22]C)[CH:19]=3)[C:14]2=[O:24])[CH:9]=[C:10]([Cl:12])[CH:11]=1.CO, predict the reaction product. The product is: [Cl:5][C:6]1[CH:7]=[C:8]([C:13]2([C:25]([F:28])([F:26])[F:27])[CH2:21][C:20]3[C:15](=[CH:16][CH:17]=[C:18]([OH:22])[CH:19]=3)[C:14]2=[O:24])[CH:9]=[C:10]([Cl:12])[CH:11]=1. (5) Given the reactants [CH3:1][O:2][CH2:3][CH2:4][O:5][CH2:6][O:7][C:8]1[CH:13]=[C:12]([O:14][CH2:15][O:16][CH2:17][CH2:18][O:19][CH3:20])[CH:11]=[C:10]([O:21][C:22]2[CH:27]=[CH:26][C:25]([N+:28]([O-:30])=[O:29])=[CH:24][CH:23]=2)[C:9]=1[C:31]1[O:35][N:34]=[C:33]([C:36]([O-])=[O:37])[CH:32]=1.[K+].CN(C(ON1N=NC2C=CC=CC1=2)=[N+](C)C)C.[B-](F)(F)(F)F.[NH2:62][CH:63]1[CH2:68][CH2:67][N:66]([C:69]([O:71][C:72]([CH3:75])([CH3:74])[CH3:73])=[O:70])[CH2:65][CH2:64]1, predict the reaction product. The product is: [C:72]([O:71][C:69]([N:66]1[CH2:67][CH2:68][CH:63]([NH:62][C:36]([C:33]2[CH:32]=[C:31]([C:9]3[C:10]([O:21][C:22]4[CH:23]=[CH:24][C:25]([N+:28]([O-:30])=[O:29])=[CH:26][CH:27]=4)=[CH:11][C:12]([O:14][CH2:15][O:16][CH2:17][CH2:18][O:19][CH3:20])=[CH:13][C:8]=3[O:7][CH2:6][O:5][CH2:4][CH2:3][O:2][CH3:1])[O:35][N:34]=2)=[O:37])[CH2:64][CH2:65]1)=[O:70])([CH3:75])([CH3:73])[CH3:74].